From a dataset of Forward reaction prediction with 1.9M reactions from USPTO patents (1976-2016). Predict the product of the given reaction. (1) The product is: [NH2:18][C:19]1[CH:24]=[CH:23][C:22]([O:25][C:43]2[CH:42]=[CH:41][N:40]=[C:39]([C:37]([NH:36][CH2:35][CH2:34][O:33][Si:26]([C:29]([CH3:32])([CH3:31])[CH3:30])([CH3:27])[CH3:28])=[O:38])[CH:44]=2)=[CH:21][CH:20]=1. Given the reactants NC1C=C(C=CC=1)OC1C=CN=C(C(N)=O)C=1.[NH2:18][C:19]1[CH:24]=[CH:23][C:22]([OH:25])=[CH:21][CH:20]=1.[Si:26]([O:33][CH2:34][CH2:35][NH:36][C:37]([C:39]1[C:44](Cl)=[CH:43][CH:42]=[CH:41][N:40]=1)=[O:38])([C:29]([CH3:32])([CH3:31])[CH3:30])([CH3:28])[CH3:27], predict the reaction product. (2) Given the reactants S(Cl)([Cl:3])=O.CN(C)C=O.[F:10][C:11]([F:28])([F:27])[O:12][C:13]1[CH:18]=[CH:17][C:16]([C:19]2[CH:20]=[C:21]([CH2:25]O)[CH:22]=[N:23][CH:24]=2)=[CH:15][CH:14]=1, predict the reaction product. The product is: [Cl:3][CH2:25][C:21]1[CH:22]=[N:23][CH:24]=[C:19]([C:16]2[CH:17]=[CH:18][C:13]([O:12][C:11]([F:28])([F:27])[F:10])=[CH:14][CH:15]=2)[CH:20]=1. (3) Given the reactants Br[C:2]1[CH:3]=[N:4][CH:5]=[CH:6][CH:7]=1.[NH:8]1[CH2:13][CH2:12][NH:11][CH2:10][CH2:9]1.CC(C)([O-])C.[K+], predict the reaction product. The product is: [N:4]1[CH:5]=[CH:6][CH:7]=[C:2]([N:8]2[CH2:13][CH2:12][NH:11][CH2:10][CH2:9]2)[CH:3]=1. (4) Given the reactants Cl.Cl.[Cl:3][C:4]1[C:5]([CH2:10][NH2:11])=[N:6][CH:7]=[CH:8][N:9]=1.C(N(CC)C(C)C)(C)C.Cl.CN(C)CCCN=C=NCC.[CH2:33]([O:40][C:41]([N:43]1[CH2:48][CH2:47][CH:46]([C:49](O)=[O:50])[CH2:45][CH2:44]1)=[O:42])[C:34]1[CH:39]=[CH:38][CH:37]=[CH:36][CH:35]=1, predict the reaction product. The product is: [Cl:3][C:4]1[C:5]([CH2:10][NH:11][C:49]([CH:46]2[CH2:47][CH2:48][N:43]([C:41]([O:40][CH2:33][C:34]3[CH:35]=[CH:36][CH:37]=[CH:38][CH:39]=3)=[O:42])[CH2:44][CH2:45]2)=[O:50])=[N:6][CH:7]=[CH:8][N:9]=1. (5) Given the reactants [OH-].[Na+].BrBr.[F:5][C:6]1[CH:28]=[C:27]([F:29])[CH:26]=[CH:25][C:7]=1[O:8][C:9]1[C:10](C(N)=O)=[N:11][CH:12]=[C:13]([S:15][C:16]2[CH:21]=[CH:20][CH:19]=[CH:18][N:17]=2)[CH:14]=1.[Cl-].[NH4+:31], predict the reaction product. The product is: [NH2:31][C:10]1[C:9]([O:8][C:7]2[CH:25]=[CH:26][C:27]([F:29])=[CH:28][C:6]=2[F:5])=[CH:14][C:13]([S:15][C:16]2[CH:21]=[CH:20][CH:19]=[CH:18][N:17]=2)=[CH:12][N:11]=1. (6) Given the reactants [F:1][C:2]([F:26])([F:25])[C@H:3]([N:12]1[CH2:16][CH2:15][C@H:14]([NH:17][C:18](=[O:24])[O:19][C:20]([CH3:23])([CH3:22])[CH3:21])[CH2:13]1)[C:4]1[CH:5]=[N:6][C:7]([NH:10][NH2:11])=[CH:8][CH:9]=1.[F:27][C:28]1[C:29]([CH:43]=O)=[N:30][C:31]2[C:36]([CH:37]=1)=[CH:35][CH:34]=[C:33]([O:38][CH2:39][CH2:40][O:41][CH3:42])[CH:32]=2.C(O)(=O)C.C(O)(=O)C.IC1C=CC=CC=1, predict the reaction product. The product is: [F:26][C:2]([F:25])([F:1])[C@H:3]([N:12]1[CH2:16][CH2:15][C@H:14]([NH:17][C:18](=[O:24])[O:19][C:20]([CH3:22])([CH3:23])[CH3:21])[CH2:13]1)[C:4]1[CH:9]=[CH:8][C:7]2[N:6]([C:43]([C:29]3[C:28]([F:27])=[CH:37][C:36]4[C:31](=[CH:32][C:33]([O:38][CH2:39][CH2:40][O:41][CH3:42])=[CH:34][CH:35]=4)[N:30]=3)=[N:11][N:10]=2)[CH:5]=1.